Predict the reactants needed to synthesize the given product. From a dataset of Full USPTO retrosynthesis dataset with 1.9M reactions from patents (1976-2016). (1) Given the product [CH2:10]([CH2:18][C:17]([NH:5][C:4]1[CH:3]=[CH:9][CH:8]=[CH:7][CH:6]=1)=[O:19])[CH3:11], predict the reactants needed to synthesize it. The reactants are: C([C:3]1[CH:9]=[CH:8][CH:7]=[CH:6][C:4]=1[NH2:5])C.[CH2:10](N(CC)CC)[CH3:11].[C:17](Cl)(=[O:19])[CH3:18]. (2) Given the product [ClH:39].[NH2:31][CH2:30][CH2:29][NH:28][C:26]([C:8]1[N:9]=[N:10][N:11]([C:12]2[CH:13]=[CH:14][C:15]([C:18]([NH:20][CH2:21][C:22]([F:24])([F:25])[F:23])=[O:19])=[CH:16][CH:17]=2)[C:7]=1[CH2:6][CH2:5][CH2:4][CH2:3][CH2:2][F:1])=[O:27], predict the reactants needed to synthesize it. The reactants are: [F:1][CH2:2][CH2:3][CH2:4][CH2:5][CH2:6][C:7]1[N:11]([C:12]2[CH:17]=[CH:16][C:15]([C:18]([NH:20][CH2:21][C:22]([F:25])([F:24])[F:23])=[O:19])=[CH:14][CH:13]=2)[N:10]=[N:9][C:8]=1[C:26]([NH:28][CH2:29][CH2:30][NH:31]C(=O)OC(C)(C)C)=[O:27].[ClH:39].C(OCC)(=O)C. (3) The reactants are: Cl.O.[OH:3][C:4]12[C:15]3[C:10](=[C:11]([N+:16]([O-])=O)[CH:12]=[CH:13][CH:14]=3)[C:9](=[O:19])[C:8]1([NH:20][C:21](=[O:30])[C:22]1[CH:27]=[C:26]([O:28][CH3:29])[CH:25]=[N:24][CH:23]=1)[C:7]1[CH:31]=[CH:32][C:33]([CH:35]([CH3:37])[CH3:36])=[CH:34][C:6]=1[O:5]2. Given the product [NH2:16][C:11]1[CH:12]=[CH:13][CH:14]=[C:15]2[C:10]=1[C:9](=[O:19])[C:8]1([NH:20][C:21](=[O:30])[C:22]3[CH:27]=[C:26]([O:28][CH3:29])[CH:25]=[N:24][CH:23]=3)[C:7]3[CH:31]=[CH:32][C:33]([CH:35]([CH3:37])[CH3:36])=[CH:34][C:6]=3[O:5][C:4]12[OH:3], predict the reactants needed to synthesize it. (4) Given the product [C:24]1([CH2:30][O:31][C:32]([NH:34][CH2:35][C:36]2[NH:1][C:2]3[CH:7]=[CH:6][CH:5]=[C:4]([N:8]4[CH2:13][CH2:12][N:11]([C:14]([O:16][C:17]([CH3:20])([CH3:19])[CH3:18])=[O:15])[CH2:10][CH2:9]4)[C:3]=3[N:21]=2)=[O:33])[CH:29]=[CH:28][CH:27]=[CH:26][CH:25]=1, predict the reactants needed to synthesize it. The reactants are: [NH2:1][C:2]1[C:3]([N+:21]([O-])=O)=[C:4]([N:8]2[CH2:13][CH2:12][N:11]([C:14]([O:16][C:17]([CH3:20])([CH3:19])[CH3:18])=[O:15])[CH2:10][CH2:9]2)[CH:5]=[CH:6][CH:7]=1.[C:24]1([CH2:30][O:31][C:32]([NH:34][CH2:35][C:36](O)=O)=[O:33])[CH:29]=[CH:28][CH:27]=[CH:26][CH:25]=1.O=C1N(P(Cl)(N2CCOC2=O)=O)CCO1.C(N(CC)C(C)C)(C)C. (5) Given the product [Cl:30][C:13]1[CH:12]=[CH:11][C:10]2[N:9]=[C:8]([N:4]3[CH2:5][CH2:6][C@H:2]([OH:1])[CH2:3]3)[CH:17]=[CH:16][C:15]=2[C:14]=1[C:18]([NH:20][CH2:21][C@:22]1([OH:29])[CH2:27][CH2:26][CH2:25][C@H:24]([CH3:28])[CH2:23]1)=[O:19], predict the reactants needed to synthesize it. The reactants are: [OH:1][C@H:2]1[CH2:6][CH2:5][NH:4][CH2:3]1.Cl[C:8]1[CH:17]=[CH:16][C:15]2[C:14]([C:18]([NH:20][CH2:21][C@:22]3([OH:29])[CH2:27][CH2:26][CH2:25][C@H:24]([CH3:28])[CH2:23]3)=[O:19])=[C:13]([Cl:30])[CH:12]=[CH:11][C:10]=2[N:9]=1.C(N(C(C)C)CC)(C)C. (6) Given the product [CH3:35][S:36]([OH:39])(=[O:38])=[O:37].[Cl:1][C:2]1[CH:7]=[C:6]([O:8][C:9]2[C:18]3[C:13](=[CH:14][C:15]([O:21][CH3:22])=[C:16]([O:19][CH3:20])[CH:17]=3)[N:12]=[CH:11][CH:10]=2)[CH:5]=[CH:4][C:3]=1[NH:23][C:24]([NH:26][C:27]1[CH:31]=[C:30]([CH3:32])[O:29][N:28]=1)=[O:25], predict the reactants needed to synthesize it. The reactants are: [Cl:1][C:2]1[CH:7]=[C:6]([O:8][C:9]2[C:18]3[C:13](=[CH:14][C:15]([O:21][CH3:22])=[C:16]([O:19][CH3:20])[CH:17]=3)[N:12]=[CH:11][CH:10]=2)[CH:5]=[CH:4][C:3]=1[NH:23][C:24]([NH:26][C:27]1[CH:31]=[C:30]([CH3:32])[O:29][N:28]=1)=[O:25].CO.[CH3:35][S:36]([OH:39])(=[O:38])=[O:37].C(#N)C. (7) Given the product [Cl:22][C:16]1[CH:17]=[C:18]([Cl:21])[CH:19]=[CH:20][C:15]=1[C:13]1[N:14]=[C:10](/[CH:9]=[CH:8]/[C:5]2[CH:6]=[CH:7][C:2]([C:28]3[CH:29]=[CH:30][C:25]([O:24][CH3:23])=[CH:26][CH:27]=3)=[CH:3][CH:4]=2)[NH:11][CH:12]=1, predict the reactants needed to synthesize it. The reactants are: Br[C:2]1[CH:7]=[CH:6][C:5](/[CH:8]=[CH:9]/[C:10]2[NH:11][CH:12]=[C:13]([C:15]3[CH:20]=[CH:19][C:18]([Cl:21])=[CH:17][C:16]=3[Cl:22])[N:14]=2)=[CH:4][CH:3]=1.[CH3:23][O:24][C:25]1[CH:30]=[CH:29][C:28](B(O)O)=[CH:27][CH:26]=1. (8) Given the product [NH2:27][C@@H:25]1[CH2:26][CH2:21][CH2:22][CH2:23][C@H:24]1[NH:28][CH:17]1[CH2:18][CH2:19][N:14]([C:2]2([CH3:1])[CH2:6][CH2:5][N:4]([C:7]([O:9][C:10]([CH3:13])([CH3:12])[CH3:11])=[O:8])[CH2:3]2)[CH2:15][CH2:16]1, predict the reactants needed to synthesize it. The reactants are: [CH3:1][C:2]1([N:14]2[CH2:19][CH2:18][C:17](=O)[CH2:16][CH2:15]2)[CH2:6][CH2:5][N:4]([C:7]([O:9][C:10]([CH3:13])([CH3:12])[CH3:11])=[O:8])[CH2:3]1.[CH2:21]1[CH2:26][C@@H:25]([NH2:27])[C@H:24]([NH2:28])[CH2:23][CH2:22]1.